This data is from Retrosynthesis with 50K atom-mapped reactions and 10 reaction types from USPTO. The task is: Predict the reactants needed to synthesize the given product. (1) Given the product O=C(NS(=O)(=O)c1cccc(Cl)c1)c1ccc(CN(Cc2ccccn2)S(=O)(=O)c2ccc(Cl)cc2)cc1, predict the reactants needed to synthesize it. The reactants are: NS(=O)(=O)c1cccc(Cl)c1.O=C(O)c1ccc(CN(Cc2ccccn2)S(=O)(=O)c2ccc(Cl)cc2)cc1. (2) Given the product COCCN(C)Cc1cc(Cl)c(F)c(CN)c1, predict the reactants needed to synthesize it. The reactants are: COCCN(C)Cc1cc(Cl)c(F)c(CNC(=O)OC(C)(C)C)c1. (3) Given the product O=C(c1ccccc1F)N(C1CC1)[C@H]1CC[C@H](CCO)CC1, predict the reactants needed to synthesize it. The reactants are: COC(=O)C[C@H]1CC[C@H](N(C(=O)c2ccccc2F)C2CC2)CC1. (4) Given the product O=S(=O)(c1ccccc1)N1CC2COCC(C1)N2, predict the reactants needed to synthesize it. The reactants are: O=S(=O)(c1ccccc1)N1CC2COCC(C1)N2Cc1ccccc1. (5) Given the product O=C(O)COc1cccc(OC2CCc3ccc(-c4cccc(F)c4)cc32)c1, predict the reactants needed to synthesize it. The reactants are: COC(=O)COc1cccc(OC2CCc3ccc(-c4cccc(F)c4)cc32)c1. (6) Given the product COCCN(CCOC)C(=O)[C@H](C)OC(=O)/C=C/C(=O)OC, predict the reactants needed to synthesize it. The reactants are: COC(=O)/C=C/C(=O)O.COCCN(CCOC)C(=O)[C@H](C)O. (7) Given the product COc1ccc2c(c1)CCn1c-2cc(Nc2ccc3[nH]ncc3c2)nc1=O, predict the reactants needed to synthesize it. The reactants are: COc1ccc2c(c1)CCn1c-2cc(Cl)nc1=O.Nc1ccc2[nH]ncc2c1. (8) Given the product COc1cccc(F)c1-c1ccccc1Cl, predict the reactants needed to synthesize it. The reactants are: COc1cccc(Cl)c1-c1ccccc1Cl.COc1cccc(F)c1B(O)O. (9) Given the product CC(Oc1ccc(Oc2ncc(Cl)cc2Cl)cc1)C(=O)OCCSCc1ccccc1, predict the reactants needed to synthesize it. The reactants are: CC(Oc1ccc(Oc2ncc(Cl)cc2Cl)cc1)C(=O)Cl.OCCSCc1ccccc1. (10) Given the product CN(c1cc(Br)cnc1Cl)S(=O)(=O)c1ccccc1, predict the reactants needed to synthesize it. The reactants are: CI.O=S(=O)(Nc1cc(Br)cnc1Cl)c1ccccc1.